From a dataset of Full USPTO retrosynthesis dataset with 1.9M reactions from patents (1976-2016). Predict the reactants needed to synthesize the given product. Given the product [C:1]1([C:33]2[CH:34]=[CH:35][CH:36]=[CH:37][CH:38]=2)[CH:6]=[CH:5][CH:4]=[C:3]([CH2:7][CH:8]([OH:25])[CH2:9][CH2:10][CH:11]2[CH2:15][CH2:14][C:13](=[O:16])[N:12]2[CH2:17][CH2:18][CH2:19][CH2:20][CH2:21][CH2:22][C:23]#[N:24])[CH:2]=1, predict the reactants needed to synthesize it. The reactants are: [C:1]1([C:33]2[CH:38]=[CH:37][CH:36]=[CH:35][CH:34]=2)[CH:6]=[CH:5][CH:4]=[C:3]([CH2:7][CH:8]([O:25][Si](C(C)(C)C)(C)C)[CH2:9][CH2:10][CH:11]2[CH2:15][CH2:14][C:13](=[O:16])[N:12]2[CH2:17][CH2:18][CH2:19][CH2:20][CH2:21][CH2:22][C:23]#[N:24])[CH:2]=1.CCCC[N+](CCCC)(CCCC)CCCC.[F-].